From a dataset of Full USPTO retrosynthesis dataset with 1.9M reactions from patents (1976-2016). Predict the reactants needed to synthesize the given product. (1) Given the product [F:50][C:2]([F:1])([F:49])[C:3]1[CH:4]=[C:5]([CH:42]=[C:43]([C:45]([F:47])([F:46])[F:48])[CH:44]=1)[CH2:6][N:7]([CH2:23][C:24]1[C:25]([N:34]([CH2:38][CH:39]2[CH2:41][CH2:40]2)[CH2:35][CH2:36][CH3:37])=[N:26][C:27]2[C:32]([CH:33]=1)=[CH:31][CH:30]=[CH:29][CH:28]=2)[C:8]1[N:9]=[CH:10][C:11]([O:14][CH2:15][CH2:16][CH2:17][C:18]([OH:20])=[O:19])=[CH:12][N:13]=1, predict the reactants needed to synthesize it. The reactants are: [F:1][C:2]([F:50])([F:49])[C:3]1[CH:4]=[C:5]([CH:42]=[C:43]([C:45]([F:48])([F:47])[F:46])[CH:44]=1)[CH2:6][N:7]([CH2:23][C:24]1[C:25]([N:34]([CH2:38][CH:39]2[CH2:41][CH2:40]2)[CH2:35][CH2:36][CH3:37])=[N:26][C:27]2[C:32]([CH:33]=1)=[CH:31][CH:30]=[CH:29][CH:28]=2)[C:8]1[N:13]=[CH:12][C:11]([O:14][CH2:15][CH2:16][CH2:17][C:18]([O:20]CC)=[O:19])=[CH:10][N:9]=1.[OH-].[Na+]. (2) Given the product [CH3:1][O:2][C:3]1[CH:4]=[CH:5][C:6]([CH2:7][N:8]2[C:12]3=[N:13][CH:14]=[CH:15][C:16]([O:17][C:18]4[C:19]([F:28])=[CH:20][C:21]([NH2:25])=[C:22]([Cl:24])[CH:23]=4)=[C:11]3[C:10]([CH3:29])=[N:9]2)=[CH:30][CH:31]=1, predict the reactants needed to synthesize it. The reactants are: [CH3:1][O:2][C:3]1[CH:31]=[CH:30][C:6]([CH2:7][N:8]2[C:12]3=[N:13][CH:14]=[CH:15][C:16]([O:17][C:18]4[CH:23]=[C:22]([Cl:24])[C:21]([N+:25]([O-])=O)=[CH:20][C:19]=4[F:28])=[C:11]3[C:10]([CH3:29])=[N:9]2)=[CH:5][CH:4]=1. (3) Given the product [F:19][C:10]1[C:11]([C:15]([F:16])([F:17])[F:18])=[CH:12][CH:13]=[CH:14][C:9]=1[CH:6]1[CH2:7][CH2:8][N:3]([CH2:1][CH3:2])[CH2:4][CH2:5]1, predict the reactants needed to synthesize it. The reactants are: [CH2:1]([N:3]1[CH2:8][CH:7]=[C:6]([C:9]2[CH:14]=[CH:13][CH:12]=[C:11]([C:15]([F:18])([F:17])[F:16])[C:10]=2[F:19])[CH2:5][CH2:4]1)[CH3:2].Cl. (4) The reactants are: [S:1]1[C:5]2[CH:6]=[CH:7][CH:8]=[CH:9][C:4]=2[NH:3][CH2:2]1.NC1C=CC=CC=1S.C=O.[CH3:20][O:21][C:22]1[C:30]([C:31]([F:34])([F:33])[F:32])=[CH:29][C:25]([C:26](Cl)=[O:27])=[CH:24][C:23]=1[C:35]([N:37]1[CH2:41][CH2:40][CH2:39][CH2:38]1)=[O:36]. Given the product [CH3:20][O:21][C:22]1[C:30]([C:31]([F:34])([F:33])[F:32])=[CH:29][C:25]([C:26]([N:3]2[C:4]3[CH:9]=[CH:8][CH:7]=[CH:6][C:5]=3[S:1][CH2:2]2)=[O:27])=[CH:24][C:23]=1[C:35]([N:37]1[CH2:41][CH2:40][CH2:39][CH2:38]1)=[O:36], predict the reactants needed to synthesize it. (5) Given the product [N:1]1([C:7]2[CH:15]=[CH:14][C:13]([N+:16]([O-:18])=[O:17])=[CH:12][C:8]=2[C:9]([N:36]2[CH2:35][CH2:34][N:33]([C:31]3[S:32][C:28]([C:27]([F:39])([F:26])[F:40])=[N:29][N:30]=3)[CH2:38][CH2:37]2)=[O:11])[CH2:2][CH2:3][O:4][CH2:5][CH2:6]1, predict the reactants needed to synthesize it. The reactants are: [N:1]1([C:7]2[CH:15]=[CH:14][C:13]([N+:16]([O-:18])=[O:17])=[CH:12][C:8]=2[C:9]([OH:11])=O)[CH2:6][CH2:5][O:4][CH2:3][CH2:2]1.FC(F)(F)C(O)=O.[F:26][C:27]([F:40])([F:39])[C:28]1[S:32][C:31]([N:33]2[CH2:38][CH2:37][NH:36][CH2:35][CH2:34]2)=[N:30][N:29]=1. (6) Given the product [N:11]1[CH:12]=[CH:13][C:8]([C:7]2[C:2]([NH:14][C:15]3[CH:16]=[C:17]([CH:23]=[CH:24][C:25]=3[C:26]([F:27])([F:28])[F:29])[C:18]([O:20][CH2:21][CH3:22])=[O:19])=[N:3][CH:4]=[CH:5][CH:6]=2)=[N:9][CH:10]=1, predict the reactants needed to synthesize it. The reactants are: Cl[C:2]1[C:7]([C:8]2[CH:13]=[CH:12][N:11]=[CH:10][N:9]=2)=[CH:6][CH:5]=[CH:4][N:3]=1.[NH2:14][C:15]1[CH:16]=[C:17]([CH:23]=[CH:24][C:25]=1[C:26]([F:29])([F:28])[F:27])[C:18]([O:20][CH2:21][CH3:22])=[O:19].CC(C)([O-])C.[Na+].C1(P(C2C=CC=CC=2)C2C=CC3C(=CC=CC=3)C=2C2C3C(=CC=CC=3)C=CC=2P(C2C=CC=CC=2)C2C=CC=CC=2)C=CC=CC=1. (7) Given the product [Br:1][C:2]1[CH:3]=[C:4]([C:16]([NH:52][CH2:53][C:54]2[C:55](=[O:70])[NH:56][C:57]([CH3:69])=[CH:58][C:59]=2[CH2:60][OH:61])=[O:18])[C:5]2[CH:6]=[N:7][N:8]([CH:11]3[CH2:12][CH2:13][CH2:14][CH2:15]3)[C:9]=2[CH:10]=1, predict the reactants needed to synthesize it. The reactants are: [Br:1][C:2]1[CH:3]=[C:4]([C:16]([OH:18])=O)[C:5]2[CH:6]=[N:7][N:8]([CH:11]3[CH2:15][CH2:14][CH2:13][CH2:12]3)[C:9]=2[CH:10]=1.C1CN([P+](ON2N=NC3C=CC=CC2=3)(N2CCCC2)N2CCCC2)CC1.F[P-](F)(F)(F)(F)F.[NH2:52][CH2:53][C:54]1[C:55](=[O:70])[NH:56][C:57]([CH3:69])=[CH:58][C:59]=1[CH2:60][O:61][Si](C(C)(C)C)(C)C.O. (8) The reactants are: [CH2:1]([O:8][C:9]([NH:11][C@@H:12]([C:16]12[CH2:25][CH:20]3[CH2:21][CH:22]([CH2:24][C:18]([OH:26])([CH2:19]3)[CH2:17]1)[CH2:23]2)[C:13](O)=[O:14])=[O:10])[C:2]1[CH:7]=[CH:6][CH:5]=[CH:4][CH:3]=1.[C@H:27]12[CH2:32][C@H:31]1[CH2:30][C@@H:29]([C:33]([NH2:35])=[O:34])[NH:28]2.ON1C2C=CC=CC=2N=N1.C(N(CC)C(C)C)(C)C. Given the product [C:33]([C@@H:29]1[CH2:30][C@H:31]2[C@H:27]([CH2:32]2)[N:28]1[C:13](=[O:14])[C@@H:12]([NH:11][C:9](=[O:10])[O:8][CH2:1][C:2]1[CH:7]=[CH:6][CH:5]=[CH:4][CH:3]=1)[C:16]12[CH2:25][CH:20]3[CH2:21][CH:22]([CH2:24][C:18]([OH:26])([CH2:19]3)[CH2:17]1)[CH2:23]2)(=[O:34])[NH2:35], predict the reactants needed to synthesize it. (9) Given the product [Cl:1][C:2]1[N:10]=[C:9]2[C:5]([N:6]=[CH:7][N:8]2[CH:11]([CH3:13])[CH3:12])=[C:4]([NH:22][CH2:21][C:19]2[S:20][C:16]([CH3:15])=[CH:17][CH:18]=2)[N:3]=1, predict the reactants needed to synthesize it. The reactants are: [Cl:1][C:2]1[N:10]=[C:9]2[C:5]([N:6]=[CH:7][N:8]2[CH:11]([CH3:13])[CH3:12])=[C:4](Cl)[N:3]=1.[CH3:15][C:16]1[S:20][C:19]([CH2:21][NH2:22])=[CH:18][CH:17]=1.Cl.CCN(CC)CC. (10) Given the product [N:4]([CH2:7][C@@H:8]([C:10]1[CH:15]=[CH:14][CH:13]=[CH:12][N:11]=1)[OH:9])=[N+:5]=[N-:6], predict the reactants needed to synthesize it. The reactants are: S(C)C.[N:4]([CH2:7][C:8]([C:10]1[CH:15]=[CH:14][CH:13]=[CH:12][N:11]=1)=[O:9])=[N+:5]=[N-:6].